Task: Predict the reaction yield, written as a fraction of the theoretical maximum amount of product (1.0 means a 100% yield; for example, 0.34 means a 34% yield).. Dataset: Reaction yield outcomes from USPTO patents with 853,638 reactions The reactants are [CH3:1][N+:2]#[C-:3].[Li]CCCC.CCCCCC.[CH3:15][C:16]([C:21]1[CH:26]=[CH:25][CH:24]=[CH:23][CH:22]=1)([CH3:20])[C:17](Cl)=[O:18].[Na+].[Cl-]. The catalyst is C1COCC1. The product is [CH3:20][C:16]([C:17]1[O:18][CH:1]=[N:2][CH:3]=1)([C:21]1[CH:26]=[CH:25][CH:24]=[CH:23][CH:22]=1)[CH3:15]. The yield is 0.540.